This data is from Peptide-MHC class II binding affinity with 134,281 pairs from IEDB. The task is: Regression. Given a peptide amino acid sequence and an MHC pseudo amino acid sequence, predict their binding affinity value. This is MHC class II binding data. The peptide sequence is KELKGAYVYFASDAS. The MHC is DRB1_1101 with pseudo-sequence DRB1_1101. The binding affinity (normalized) is 0.394.